This data is from Forward reaction prediction with 1.9M reactions from USPTO patents (1976-2016). The task is: Predict the product of the given reaction. Given the reactants FC(F)(F)C(O)=O.[CH3:8][C:9]1[CH:14]=[C:13]([C:15](=[O:42])[CH2:16][C@H:17]([C:25]2[CH:30]=[CH:29][C:28]([CH:31]3[CH2:34][N:33](C(OC(C)(C)C)=O)[CH2:32]3)=[CH:27][CH:26]=2)[C:18]2[CH:23]=[CH:22][CH:21]=[CH:20][C:19]=2[CH3:24])[CH:12]=[CH:11][N:10]=1, predict the reaction product. The product is: [NH:33]1[CH2:34][CH:31]([C:28]2[CH:29]=[CH:30][C:25]([C@H:17]([C:18]3[CH:23]=[CH:22][CH:21]=[CH:20][C:19]=3[CH3:24])[CH2:16][C:15]([C:13]3[CH:12]=[CH:11][N:10]=[C:9]([CH3:8])[CH:14]=3)=[O:42])=[CH:26][CH:27]=2)[CH2:32]1.